Predict the reactants needed to synthesize the given product. From a dataset of Full USPTO retrosynthesis dataset with 1.9M reactions from patents (1976-2016). (1) Given the product [Cl:1][C:2]1[CH:3]=[C:4]([CH:8]=[CH:9][CH:10]=1)[C:5]([O:7][O:26][O:25][C:22]([CH3:24])([CH3:23])[CH3:21])=[O:6], predict the reactants needed to synthesize it. The reactants are: [Cl:1][C:2]1[CH:3]=[C:4]([CH:8]=[CH:9][CH:10]=1)[C:5]([OH:7])=[O:6].[OH-].[Na+].ClC(OC(CC)C)=O.[CH3:21][C:22]([O:25][OH:26])([CH3:24])[CH3:23]. (2) Given the product [F:52][C:51]([F:54])([F:53])[C:49]([OH:55])=[O:50].[CH3:1][O:2][C:3]1[CH:12]=[C:11]2[C:6]([C:7]([CH2:14][N:15]3[C:21](=[O:22])[C@@H:20]([NH:23][C:24](=[O:36])[C@@H:25]([NH:27][CH3:28])[CH3:26])[C@H:19]([CH3:37])[N:18]([C:38](=[O:44])[CH2:39][S:40]([CH3:43])(=[O:42])=[O:41])[C:17]4[CH:45]=[CH:46][CH:47]=[CH:48][C:16]3=4)=[CH:8][C:9](=[O:13])[O:10]2)=[CH:5][CH:4]=1, predict the reactants needed to synthesize it. The reactants are: [CH3:1][O:2][C:3]1[CH:12]=[C:11]2[C:6]([C:7]([CH2:14][N:15]3[C:21](=[O:22])[C@@H:20]([NH:23][C:24](=[O:36])[C@@H:25]([N:27](C)[C:28](=O)OC(C)(C)C)[CH3:26])[C@H:19]([CH3:37])[N:18]([C:38](=[O:44])[CH2:39][S:40]([CH3:43])(=[O:42])=[O:41])[C:17]4[CH:45]=[CH:46][CH:47]=[CH:48][C:16]3=4)=[CH:8][C:9](=[O:13])[O:10]2)=[CH:5][CH:4]=1.[C:49]([OH:55])([C:51]([F:54])([F:53])[F:52])=[O:50]. (3) Given the product [C:14]([C:11]1[O:10][N:9]=[C:8]([NH2:7])[C:12]=1[CH3:13])([CH3:17])([CH3:16])[CH3:15].[C:19]([C:23]1[O:27][N:26]=[C:25]([NH:28][CH3:29])[CH:24]=1)([CH3:22])([CH3:20])[CH3:21], predict the reactants needed to synthesize it. The reactants are: C(OC(=O)[NH:7][C:8]1[C:12]([CH3:13])=[C:11]([C:14]([CH3:17])([CH3:16])[CH3:15])[O:10][N:9]=1)(C)(C)C.[C:19]([C:23]1[O:27][N:26]=[C:25]([N:28](C)[C:29](=O)OC(C)(C)C)[CH:24]=1)([CH3:22])([CH3:21])[CH3:20].Cl.C(=O)(O)[O-].[Na+]. (4) Given the product [NH2:21][CH:18]1[CH2:17][CH2:16][N:15]([CH2:14][CH2:13][N:10]2[C:11]3[C:6](=[CH:5][CH:4]=[C:3]([O:2][CH3:1])[CH:12]=3)[N:7]=[CH:8][C:9]2=[O:29])[CH2:20][CH2:19]1, predict the reactants needed to synthesize it. The reactants are: [CH3:1][O:2][C:3]1[CH:12]=[C:11]2[C:6]([N:7]=[CH:8][C:9](=[O:29])[N:10]2[CH2:13][CH2:14][N:15]2[CH2:20][CH2:19][CH:18]([NH:21]C(=O)OC(C)(C)C)[CH2:17][CH2:16]2)=[CH:5][CH:4]=1.FC(F)(F)C(O)=O.NC1CCN(CCN2C3C(=CC=C(F)C=3)N=CC2=O)CC1. (5) Given the product [O:3]=[CH:4][CH2:5][C:9]([CH:11]1[CH2:15][CH2:14][CH2:13][N:12]1[C:16]([O:18][C:19]([CH3:22])([CH3:21])[CH3:20])=[O:17])=[O:10], predict the reactants needed to synthesize it. The reactants are: CC1(C)OC(=O)[CH:5]([C:9]([C@@H:11]2[CH2:15][CH2:14][CH2:13][N:12]2[C:16]([O:18][C:19]([CH3:22])([CH3:21])[CH3:20])=[O:17])=[O:10])[C:4](=O)[O:3]1. (6) Given the product [F:21][C:9]1[CH:10]=[C:11]([C:37]2[CH:38]=[C:39]([NH:46][C:47]3[CH:52]=[CH:51][C:50]([N:53]4[CH2:58][CH2:57][N:56]([CH:59]5[CH2:62][O:61][CH2:60]5)[CH2:55][CH2:54]4)=[CH:49][N:48]=3)[C:40]3[N:41]([CH:43]=[CH:44][N:45]=3)[N:42]=2)[C:6]([CH2:5][OH:4])=[C:7]([N:22]2[C:34](=[O:35])[C:33]3[S:32][C:31]4[CH2:30][CH2:29][CH2:28][CH2:27][C:26]=4[C:25]=3[CH:24]=[N:23]2)[CH:8]=1, predict the reactants needed to synthesize it. The reactants are: C([O:4][CH2:5][C:6]1[C:11](B2OC(C)(C)C(C)(C)O2)=[CH:10][C:9]([F:21])=[CH:8][C:7]=1[N:22]1[C:34](=[O:35])[C:33]2[S:32][C:31]3[CH2:30][CH2:29][CH2:28][CH2:27][C:26]=3[C:25]=2[CH:24]=[N:23]1)(=O)C.Cl[C:37]1[CH:38]=[C:39]([NH:46][C:47]2[CH:52]=[CH:51][C:50]([N:53]3[CH2:58][CH2:57][N:56]([CH:59]4[CH2:62][O:61][CH2:60]4)[CH2:55][CH2:54]3)=[CH:49][N:48]=2)[C:40]2[N:41]([CH:43]=[CH:44][N:45]=2)[N:42]=1.C1(P(C2CCCCC2)C2CCCCC2)CCCCC1.C([O-])([O-])=O.[Cs+].[Cs+]. (7) The reactants are: [NH2:1][C:2]1[CH:3]=[C:4]([CH:9]=[CH:10][CH:11]=1)[C:5]([O:7][CH3:8])=[O:6].[Cl:12][C:13]1[CH:14]=[C:15]([C:20]2[CH:21]=[C:22]([S:26](Cl)(=[O:28])=[O:27])[CH:23]=[CH:24][CH:25]=2)[CH:16]=[C:17]([Cl:19])[CH:18]=1.[Li+:30].[OH-].[CH3:32][C:33]([OH:35])=[O:34]. Given the product [Cl:19][C:17]1[CH:16]=[C:15]([C:20]2[CH:25]=[CH:24][CH:23]=[C:22]([S:26]([NH:1][C:2]3[CH:3]=[C:4]([CH:9]=[CH:10][CH:11]=3)[C:5]([O:7][CH3:8])=[O:6])(=[O:28])=[O:27])[CH:21]=2)[CH:14]=[C:13]([Cl:12])[CH:18]=1.[Cl:19][C:17]1[CH:16]=[C:15]([C:20]2[CH:21]=[C:22]([S:26]([NH:1][C:2]3[CH:3]=[C:4]([CH:9]=[CH:10][CH:11]=3)[C:5]([OH:7])=[O:6])(=[O:28])=[O:27])[CH:23]=[CH:24][CH:25]=2)[CH:14]=[C:13]([Cl:12])[CH:18]=1.[Li:30][O:34][C:33]([CH3:32])=[O:35], predict the reactants needed to synthesize it.